This data is from Merck oncology drug combination screen with 23,052 pairs across 39 cell lines. The task is: Regression. Given two drug SMILES strings and cell line genomic features, predict the synergy score measuring deviation from expected non-interaction effect. (1) Drug 1: N.N.O=C(O)C1(C(=O)O)CCC1.[Pt]. Drug 2: C=CCn1c(=O)c2cnc(Nc3ccc(N4CCN(C)CC4)cc3)nc2n1-c1cccc(C(C)(C)O)n1. Cell line: OVCAR3. Synergy scores: synergy=43.8. (2) Drug 1: C#Cc1cccc(Nc2ncnc3cc(OCCOC)c(OCCOC)cc23)c1. Drug 2: COC1CC2CCC(C)C(O)(O2)C(=O)C(=O)N2CCCCC2C(=O)OC(C(C)CC2CCC(OP(C)(C)=O)C(OC)C2)CC(=O)C(C)C=C(C)C(O)C(OC)C(=O)C(C)CC(C)C=CC=CC=C1C. Cell line: NCIH1650. Synergy scores: synergy=18.0.